Task: Predict the reactants needed to synthesize the given product.. Dataset: Full USPTO retrosynthesis dataset with 1.9M reactions from patents (1976-2016) Given the product [CH:2]([C:5]1[CH:6]=[CH:7][C:8]([CH2:9][NH:10][C:11]([C@H:13]2[CH2:18][N:17]([C:59](=[S:60])[NH2:58])[CH2:16][CH2:15][N:14]2[S:19]([C:22]2[CH:27]=[CH:26][C:25]([C:28]([F:31])([F:29])[F:30])=[CH:24][CH:23]=2)(=[O:21])=[O:20])=[O:12])=[CH:32][CH:33]=1)([CH3:4])[CH3:3], predict the reactants needed to synthesize it. The reactants are: Cl.[CH:2]([C:5]1[CH:33]=[CH:32][C:8]([CH2:9][NH:10][C:11]([C@H:13]2[CH2:18][NH:17][CH2:16][CH2:15][N:14]2[S:19]([C:22]2[CH:27]=[CH:26][C:25]([C:28]([F:31])([F:30])[F:29])=[CH:24][CH:23]=2)(=[O:21])=[O:20])=[O:12])=[CH:7][CH:6]=1)([CH3:4])[CH3:3].C(N(CC)CC)C.C1C2C(COC([N:58]=[C:59]=[S:60])=O)C3C(=CC=CC=3)C=2C=CC=1.N1CCCCC1.